Task: Predict the reaction yield, written as a fraction of the theoretical maximum amount of product (1.0 means a 100% yield; for example, 0.34 means a 34% yield).. Dataset: Reaction yield outcomes from USPTO patents with 853,638 reactions (1) The reactants are O.[CH2:2]([O:9][C:10]1[C:11](=[O:23])[CH:12]=[C:13]([CH:17]([OH:22])[C:18]([F:21])([F:20])[F:19])[N:14]([CH3:16])[CH:15]=1)[C:3]1[CH:8]=[CH:7][CH:6]=[CH:5][CH:4]=1.C(N(CC)CC)C.[CH3:31][S:32](Cl)(=[O:34])=[O:33]. The catalyst is ClCCl. The product is [CH2:2]([O:9][C:10]1[C:11](=[O:23])[CH:12]=[C:13]([CH:17]([O:22][S:32]([CH3:31])(=[O:34])=[O:33])[C:18]([F:21])([F:19])[F:20])[N:14]([CH3:16])[CH:15]=1)[C:3]1[CH:8]=[CH:7][CH:6]=[CH:5][CH:4]=1. The yield is 0.800. (2) The reactants are Br[CH2:2][C:3]1[CH:8]=[CH:7][CH:6]=[C:5]([N+:9]([O-:11])=[O:10])[C:4]=1[F:12].[NH:13]1[CH2:18][CH2:17][O:16][CH2:15][CH2:14]1. The catalyst is C1(C)C=CC=CC=1. The product is [F:12][C:4]1[C:5]([N+:9]([O-:11])=[O:10])=[CH:6][CH:7]=[CH:8][C:3]=1[CH2:2][N:13]1[CH2:18][CH2:17][O:16][CH2:15][CH2:14]1. The yield is 0.890. (3) The reactants are [CH:1]([C:3]1[CH:8]=[CH:7][CH:6]=[CH:5][C:4]=1[O-:9])=[CH2:2].[K+].[OH-].[K+].C1(C)C=CC=CC=1.Br[CH:21]([CH3:29])[C:22]([N:24]1[CH2:28][CH2:27][CH2:26][CH2:25]1)=[O:23]. The catalyst is O.[Br-].C([N+](CCCC)(CCCC)CCCC)CCC. The product is [N:24]1([C:22](=[O:23])[CH:21]([O:9][C:4]2[CH:5]=[CH:6][CH:7]=[CH:8][C:3]=2[CH:1]=[CH2:2])[CH3:29])[CH2:28][CH2:27][CH2:26][CH2:25]1. The yield is 0.705. (4) The reactants are [C:1]12[C:7](=[CH:8][CH:9]=[CH:10][CH:11]=1)[NH:6][C:5](=[O:12])[O:4][C:2]2=[O:3].[C:13]1(P([C:14]2[CH:15]=[CH:16]C=[CH:18][CH:13]=2)[C:14]2[CH:15]=[CH:16]C=[CH:18][CH:13]=2)[CH:18]=C[CH:16]=[CH:15][CH:14]=1.[O:32]1CCC(CO)C1.N(C(OC(C)C)=O)=NC(OC(C)C)=O. The catalyst is C(Cl)Cl. The product is [O:32]1[CH2:16][CH2:15][CH2:14][CH:13]1[CH2:18][N:6]1[C:7]2[CH:8]=[CH:9][CH:10]=[CH:11][C:1]=2[C:2](=[O:3])[O:4][C:5]1=[O:12]. The yield is 0.150. (5) The reactants are [CH3:1][O:2][C:3]1[CH:4]=[C:5]([C:12]2[CH2:13][CH2:14][N:15]([CH2:18][CH:19]([CH3:21])[CH3:20])[CH2:16][CH:17]=2)[CH:6]=[CH:7][C:8]=1[N+:9]([O-])=O. The catalyst is CO.[Pd].[C]. The product is [CH3:1][O:2][C:3]1[CH:4]=[C:5]([CH:12]2[CH2:13][CH2:14][N:15]([CH2:18][CH:19]([CH3:20])[CH3:21])[CH2:16][CH2:17]2)[CH:6]=[CH:7][C:8]=1[NH2:9]. The yield is 0.890.